Task: Predict the reactants needed to synthesize the given product.. Dataset: Full USPTO retrosynthesis dataset with 1.9M reactions from patents (1976-2016) (1) Given the product [CH:1]1([CH:22]([C:20]2[C:19]([CH3:24])=[N:18][N:17]([C:13]3[CH:14]=[CH:15][CH:16]=[C:11]([O:10][CH3:9])[CH:12]=3)[CH:21]=2)[OH:23])[CH2:6][CH2:5][CH2:4][CH2:3][CH2:2]1, predict the reactants needed to synthesize it. The reactants are: [CH:1]1([Mg]Br)[CH2:6][CH2:5][CH2:4][CH2:3][CH2:2]1.[CH3:9][O:10][C:11]1[CH:12]=[C:13]([N:17]2[CH:21]=[C:20]([CH:22]=[O:23])[C:19]([CH3:24])=[N:18]2)[CH:14]=[CH:15][CH:16]=1. (2) Given the product [Br:8][C:6]1[CH:5]=[CH:4][C:3]([N:9]([CH3:14])[S:10]([CH3:13])(=[O:12])=[O:11])=[C:2]([NH:1][C:18]2[C:19]([Cl:23])=[CH:20][N:21]=[C:16]([Cl:15])[N:17]=2)[CH:7]=1, predict the reactants needed to synthesize it. The reactants are: [NH2:1][C:2]1[CH:7]=[C:6]([Br:8])[CH:5]=[CH:4][C:3]=1[N:9]([CH3:14])[S:10]([CH3:13])(=[O:12])=[O:11].[Cl:15][C:16]1[N:21]=[C:20](Cl)[C:19]([Cl:23])=[CH:18][N:17]=1.C(N(C(C)C)C(C)C)C.